Dataset: Forward reaction prediction with 1.9M reactions from USPTO patents (1976-2016). Task: Predict the product of the given reaction. (1) Given the reactants [CH2:1]([O:3][C:4]([C:6]1([CH3:27])[CH2:11][CH2:10][N:9]([C:12]2[CH2:26][C:15]3([CH2:18][N:17]([C:19](OC(C)(C)C)=O)[CH2:16]3)[O:14][N:13]=2)[CH2:8][CH2:7]1)=[O:5])[CH3:2].[CH:28]1([C:31]2[CH:36]=[C:35](C=O)[C:34]([CH:39]3[CH2:44][CH2:43][O:42][CH2:41][CH2:40]3)=[CH:33][C:32]=2[C:45]2[CH:50]=[CH:49][C:48]([F:51])=[CH:47][CH:46]=2)[CH2:30][CH2:29]1, predict the reaction product. The product is: [CH:28]1([C:31]2[CH:36]=[C:35]([CH2:19][N:17]3[CH2:16][C:15]4([CH2:26][C:12]([N:9]5[CH2:10][CH2:11][C:6]([CH3:27])([C:4]([O:3][CH2:1][CH3:2])=[O:5])[CH2:7][CH2:8]5)=[N:13][O:14]4)[CH2:18]3)[C:34]([CH:39]3[CH2:40][CH2:41][O:42][CH2:43][CH2:44]3)=[CH:33][C:32]=2[C:45]2[CH:46]=[CH:47][C:48]([F:51])=[CH:49][CH:50]=2)[CH2:29][CH2:30]1. (2) Given the reactants [F:1][C:2]1[CH:7]=[C:6]([CH3:8])[CH:5]=[C:4]([F:9])[CH:3]=1.[Li]CCCC.CN([CH:18]=[O:19])C.S(=O)(=O)(O)O, predict the reaction product. The product is: [F:1][C:2]1[CH:7]=[C:6]([CH3:8])[CH:5]=[C:4]([F:9])[C:3]=1[CH:18]=[O:19].